From a dataset of Forward reaction prediction with 1.9M reactions from USPTO patents (1976-2016). Predict the product of the given reaction. (1) Given the reactants [Cl:1][C:2]1[C:7]2[N:8]=[C:9]([N:11]3[C:15](=[O:16])[CH:14]=[C:13]([C:17]4[CH:22]=[CH:21][CH:20]=[CH:19][CH:18]=4)[NH:12]3)[S:10][C:6]=2[CH:5]=[CH:4][CH:3]=1.CO[CH:25](OC)[N:26]([CH3:28])[CH3:27], predict the reaction product. The product is: [Cl:1][C:2]1[C:7]2[N:8]=[C:9]([N:11]3[C:15](=[O:16])[C:14](=[CH:25][N:26]([CH3:28])[CH3:27])[C:13]([C:17]4[CH:22]=[CH:21][CH:20]=[CH:19][CH:18]=4)=[N:12]3)[S:10][C:6]=2[CH:5]=[CH:4][CH:3]=1. (2) Given the reactants [NH2:1][C:2]1[CH:3]([C:17]([O:19][CH3:20])=[O:18])[N:4]([CH3:16])[C:5]([C:8]2[CH:13]=[CH:12][CH:11]=[C:10]([CH2:14]O)[CH:9]=2)=[CH:6][N:7]=1.N1C=CC=CC=1.S(Cl)([Cl:29])=O, predict the reaction product. The product is: [NH2:1][C:2]1[CH:3]([C:17]([O:19][CH3:20])=[O:18])[N:4]([CH3:16])[C:5]([C:8]2[CH:13]=[CH:12][CH:11]=[C:10]([CH2:14][Cl:29])[CH:9]=2)=[CH:6][N:7]=1. (3) The product is: [Br:1][C:2]1[N:6]=[C:5]([Br:7])[N:4]([CH2:11][C:10]([CH3:12])=[CH2:9])[N:3]=1. Given the reactants [Br:1][C:2]1[N:6]=[C:5]([Br:7])[NH:4][N:3]=1.C[CH2:9][C:10]([O-])([CH3:12])[CH3:11].[Na+].BrCC(C)=C, predict the reaction product. (4) Given the reactants [NH2:1][C:2]1[CH:3]=[C:4]([C:8]2[C:16]([C:17]3[CH:22]=[CH:21][N:20]=[C:19]([NH:23][C:24]4[CH:29]=[CH:28][CH:27]=[CH:26][CH:25]=4)[N:18]=3)=[C:11]3[CH:12]=[CH:13][CH:14]=[CH:15][N:10]3[N:9]=2)[CH:5]=[CH:6][CH:7]=1.[F:30][C:31]1[CH:36]=[CH:35][C:34]([F:37])=[CH:33][C:32]=1[CH2:38][C:39](O)=[O:40], predict the reaction product. The product is: [F:30][C:31]1[CH:36]=[CH:35][C:34]([F:37])=[CH:33][C:32]=1[CH2:38][C:39]([NH:1][C:2]1[CH:7]=[CH:6][CH:5]=[C:4]([C:8]2[C:16]([C:17]3[CH:22]=[CH:21][N:20]=[C:19]([NH:23][C:24]4[CH:29]=[CH:28][CH:27]=[CH:26][CH:25]=4)[N:18]=3)=[C:11]3[CH:12]=[CH:13][CH:14]=[CH:15][N:10]3[N:9]=2)[CH:3]=1)=[O:40].